The task is: Predict which catalyst facilitates the given reaction.. This data is from Catalyst prediction with 721,799 reactions and 888 catalyst types from USPTO. (1) Reactant: [Cl:1][C:2]1[C:3]([CH3:28])=[CH:4][C:5]2[N:11]=[C:10]([C:12]3[CH:17]=[CH:16][CH:15]=[C:14]([C:18]4[CH:23]=[CH:22][N:21]=[C:20]([CH2:24]O)[CH:19]=4)[CH:13]=3)[CH2:9][C:8](=[O:26])[NH:7][C:6]=2[CH:27]=1.S(Cl)(Cl)=O.[Cl-].[CH:34]1([NH2:37])[CH2:36][CH2:35]1. Product: [Cl:1][C:2]1[C:3]([CH3:28])=[CH:4][C:5]2[N:11]=[C:10]([C:12]3[CH:17]=[CH:16][CH:15]=[C:14]([C:18]4[CH:23]=[CH:22][N:21]=[C:20]([CH2:24][NH:37][CH:34]5[CH2:36][CH2:35]5)[CH:19]=4)[CH:13]=3)[CH2:9][C:8](=[O:26])[NH:7][C:6]=2[CH:27]=1. The catalyst class is: 59. (2) The catalyst class is: 1. Product: [CH2:15]([C@@:18]1([CH3:45])[CH2:23][C@H:22]([C:24]2[CH:29]=[CH:28][CH:27]=[C:26]([Cl:30])[CH:25]=2)[C@@H:21]([C:31]2[CH:32]=[CH:33][C:34]([Cl:37])=[CH:35][CH:36]=2)[N:20]([C@@H:38]([CH2:42][CH3:43])[C@@H:39]([OH:41])[CH3:40])[C:19]1=[O:44])[CH:16]=[CH2:17]. Reactant: CCC(C)[BH-](C(C)CC)C(C)CC.[Li+].[CH2:15]([C@@:18]1([CH3:45])[CH2:23][C@H:22]([C:24]2[CH:29]=[CH:28][CH:27]=[C:26]([Cl:30])[CH:25]=2)[C@@H:21]([C:31]2[CH:36]=[CH:35][C:34]([Cl:37])=[CH:33][CH:32]=2)[N:20]([C@@H:38]([CH2:42][CH3:43])[C:39](=[O:41])[CH3:40])[C:19]1=[O:44])[CH:16]=[CH2:17].